Predict the reactants needed to synthesize the given product. From a dataset of Retrosynthesis with 50K atom-mapped reactions and 10 reaction types from USPTO. Given the product NC(=O)N1c2ccccc2CC(=NO)c2ccccc21, predict the reactants needed to synthesize it. The reactants are: NC(=O)N1c2ccccc2CC(=O)c2ccccc21.NO.